Dataset: Reaction yield outcomes from USPTO patents with 853,638 reactions. Task: Predict the reaction yield, written as a fraction of the theoretical maximum amount of product (1.0 means a 100% yield; for example, 0.34 means a 34% yield). (1) The reactants are [C:1]([O:5][C:6]([N:8]1[CH2:12][C@H:11]([O:13][CH2:14][CH2:15][CH3:16])[CH2:10][C@@H:9]1[C@@H:17]([O:40][Si:41]([C:44]([CH3:47])([CH3:46])[CH3:45])([CH3:43])[CH3:42])[C@@H:18]([NH:28][C:29]([C:31]1[CH:32]=[C:33]([CH:37]=[CH:38][CH:39]=1)[C:34](O)=[O:35])=[O:30])[CH2:19][C:20]1[CH:25]=[C:24]([F:26])[CH:23]=[C:22]([F:27])[CH:21]=1)=[O:7])([CH3:4])([CH3:3])[CH3:2].CCN(C(C)C)C(C)C.CN(C(ON1N=NC2C=CC=NC1=2)=[N+](C)C)C.F[P-](F)(F)(F)(F)F.[CH3:81][O:82][CH2:83][C@H:84]1[CH2:88][CH2:87][CH2:86][NH:85]1. The catalyst is ClCCl.CN(C=O)C.C(OCC)(=O)C. The product is [Si:41]([O:40][C@H:17]([C@H:9]1[CH2:10][C@@H:11]([O:13][CH2:14][CH2:15][CH3:16])[CH2:12][N:8]1[C:6]([O:5][C:1]([CH3:4])([CH3:3])[CH3:2])=[O:7])[C@@H:18]([NH:28][C:29](=[O:30])[C:31]1[CH:39]=[CH:38][CH:37]=[C:33]([C:34]([N:85]2[CH2:86][CH2:87][CH2:88][C@@H:84]2[CH2:83][O:82][CH3:81])=[O:35])[CH:32]=1)[CH2:19][C:20]1[CH:25]=[C:24]([F:26])[CH:23]=[C:22]([F:27])[CH:21]=1)([C:44]([CH3:47])([CH3:45])[CH3:46])([CH3:42])[CH3:43]. The yield is 0.790. (2) The reactants are Cl[C:2]1[C:7]([C:8]([F:11])([F:10])[F:9])=[CH:6][N:5]=[C:4]([S:12][CH3:13])[N:3]=1.[I-:14].[Na+].I. The catalyst is O. The product is [I:14][C:2]1[C:7]([C:8]([F:11])([F:10])[F:9])=[CH:6][N:5]=[C:4]([S:12][CH3:13])[N:3]=1. The yield is 0.570. (3) The reactants are [F:1][C:2]1[C:3]([NH2:8])=[N:4][CH:5]=[CH:6][CH:7]=1.[Br:9]N1C(=O)CCC1=O.OS([O-])=O.[Na+]. The catalyst is CC#N. The product is [Br:9][C:6]1[CH:7]=[C:2]([F:1])[C:3]([NH2:8])=[N:4][CH:5]=1. The yield is 0.690. (4) The reactants are Br[C:2]1[CH:3]=[C:4]([C:7]([O:9][CH3:10])=[O:8])[S:5][CH:6]=1.[CH2:11]([N:13]1[C:17](B2OC(C)(C)C(C)(C)O2)=[C:16]([CH3:27])[CH:15]=[N:14]1)[CH3:12].C([O-])([O-])=O.[K+].[K+]. The catalyst is C1C=CC([P]([Pd]([P](C2C=CC=CC=2)(C2C=CC=CC=2)C2C=CC=CC=2)([P](C2C=CC=CC=2)(C2C=CC=CC=2)C2C=CC=CC=2)[P](C2C=CC=CC=2)(C2C=CC=CC=2)C2C=CC=CC=2)(C2C=CC=CC=2)C2C=CC=CC=2)=CC=1. The product is [CH2:11]([N:13]1[C:17]([C:2]2[CH:3]=[C:4]([C:7]([O:9][CH3:10])=[O:8])[S:5][CH:6]=2)=[C:16]([CH3:27])[CH:15]=[N:14]1)[CH3:12]. The yield is 0.790.